From a dataset of Catalyst prediction with 721,799 reactions and 888 catalyst types from USPTO. Predict which catalyst facilitates the given reaction. (1) Reactant: [F:1][C:2]([F:30])([F:29])[O:3][C:4]1[CH:9]=[CH:8][C:7]([CH:10]2[CH2:15][N:14]([C:16]([N:18]3[CH2:23][CH2:22][CH:21]([OH:24])[CH2:20][CH2:19]3)=[O:17])[CH2:13][CH:12]([C:25]([O:27]C)=[O:26])[CH2:11]2)=[CH:6][CH:5]=1.CC(C)([O-])C.[K+].Cl. Product: [OH:24][CH:21]1[CH2:20][CH2:19][N:18]([C:16]([N:14]2[CH2:15][CH:10]([C:7]3[CH:8]=[CH:9][C:4]([O:3][C:2]([F:1])([F:29])[F:30])=[CH:5][CH:6]=3)[CH2:11][CH:12]([C:25]([OH:27])=[O:26])[CH2:13]2)=[O:17])[CH2:23][CH2:22]1. The catalyst class is: 24. (2) Reactant: C([O-])(O)=O.[Na+].Cl.[NH2:7][OH:8].ClCCl.Cl[C:13]([O:15][C:16]1[CH:21]=[CH:20][CH:19]=[CH:18][CH:17]=1)=[O:14]. Product: [C:16]1([O:15][C:13](=[O:14])[NH:7][OH:8])[CH:21]=[CH:20][CH:19]=[CH:18][CH:17]=1. The catalyst class is: 69. (3) Reactant: [C:1]([OH:7])([C:3]([F:6])([F:5])[F:4])=[O:2].[CH2:8]([N:11]1[C:19]2[CH:18]=[CH:17][C:16]([C:20]([N:22]3[CH2:27][CH2:26][CH:25]([CH3:28])[CH2:24][CH2:23]3)=[O:21])=[CH:15][C:14]=2[C:13]2[CH2:29][N:30](C(OC(C)(C)C)=O)[CH2:31][CH2:32][C:12]1=2)[CH:9]=[CH2:10]. Product: [CH2:8]([N:11]1[C:19]2[CH:18]=[CH:17][C:16]([C:20]([N:22]3[CH2:27][CH2:26][CH:25]([CH3:28])[CH2:24][CH2:23]3)=[O:21])=[CH:15][C:14]=2[C:13]2[CH2:29][NH:30][CH2:31][CH2:32][C:12]1=2)[CH:9]=[CH2:10].[F:4][C:3]([F:6])([F:5])[C:1]([OH:7])=[O:2]. The catalyst class is: 4. (4) Reactant: C(OC1C=CC(C(C2C=CC(OC(=O)C=C)=CC=2)(C2C=CC(OC(=O)C=C)=CC=2)C)=CC=1)(=O)C=C.[C:36]1([C:42]2[CH:51]=[CH:50][CH:49]=[C:48]([C:52]3[CH:57]=[CH:56][CH:55]=[CH:54][CH:53]=3)[C:43]=2[O:44][CH:45](O)[CH3:46])[CH:41]=[CH:40][CH:39]=[CH:38][CH:37]=1.[C:58]([OH:62])(=[O:61])[CH:59]=[CH2:60].CS(O)(=O)=O. Product: [C:58]([O:62][CH2:46][CH2:45][O:44][C:43]1[C:48]([C:52]2[CH:57]=[CH:56][CH:55]=[CH:54][CH:53]=2)=[CH:49][CH:50]=[CH:51][C:42]=1[C:36]1[CH:41]=[CH:40][CH:39]=[CH:38][CH:37]=1)(=[O:61])[CH:59]=[CH2:60]. The catalyst class is: 11. (5) Reactant: [Br:1][C:2]1[CH:3]=[C:4]([C:11]#[N:12])[S:5][C:6]=1[C:7](=O)[CH2:8][Cl:9].[OH:13][CH2:14][C:15]([NH:18][C:19]([NH2:21])=[S:20])([CH3:17])[CH3:16]. Product: [ClH:9].[Br:1][C:2]1[CH:3]=[C:4]([C:11]#[N:12])[S:5][C:6]=1[C:7]1[N:21]=[C:19]([NH:18][C:15]([CH3:17])([CH3:16])[CH2:14][OH:13])[S:20][CH:8]=1. The catalyst class is: 8. (6) Product: [CH3:36][C:32]([C:29]1[CH:28]=[CH:27][C:26]([NH:25][C:2]2[C:3]3[NH:15][N:14]=[CH:13][C:4]=3[N:5]=[C:6]([C:8]3[S:9][CH:10]=[CH:11][CH:12]=3)[N:7]=2)=[CH:31][CH:30]=1)([CH3:35])[C:33]#[N:34]. Reactant: Cl[C:2]1[C:3]2[C:4](=[CH:13][N:14](CC3C=CC(OC)=CC=3)[N:15]=2)[N:5]=[C:6]([C:8]2[S:9][CH:10]=[CH:11][CH:12]=2)[N:7]=1.[NH2:25][C:26]1[CH:31]=[CH:30][C:29]([C:32]([CH3:36])([CH3:35])[C:33]#[N:34])=[CH:28][CH:27]=1.Cl. The catalyst class is: 71.